Task: Predict the product of the given reaction.. Dataset: Forward reaction prediction with 1.9M reactions from USPTO patents (1976-2016) (1) The product is: [CH3:1][O:2][C:3]1[C:4](=[O:24])[C:5]([CH3:23])=[C:6]([CH2:12][C:13]2[CH:18]=[CH:17][C:16]([CH2:19][C:20]([N:25]3[CH2:30][CH2:29][S:28][CH2:27][CH2:26]3)=[O:22])=[CH:15][CH:14]=2)[C:7](=[O:11])[C:8]=1[O:9][CH3:10]. Given the reactants [CH3:1][O:2][C:3]1[C:4](=[O:24])[C:5]([CH3:23])=[C:6]([CH2:12][C:13]2[CH:18]=[CH:17][C:16]([CH2:19][C:20]([OH:22])=O)=[CH:15][CH:14]=2)[C:7](=[O:11])[C:8]=1[O:9][CH3:10].[NH:25]1[CH2:30][CH2:29][S:28][CH2:27][CH2:26]1, predict the reaction product. (2) Given the reactants C(OC(=O)[N:7]=[C:8]1[N:12]([CH2:13][C:14]2[CH:19]=[CH:18][CH:17]=[C:16]([Br:20])[CH:15]=2)[C:11]2[CH:21]=[CH:22][CH:23]=[CH:24][C:10]=2[N:9]1[CH2:25][CH2:26][CH2:27][O:28][C:29]1[CH:34]=[CH:33][CH:32]=[C:31]([C:35]([NH:37][S:38]([CH3:41])(=[O:40])=[O:39])=[O:36])[CH:30]=1)(C)(C)C.Cl, predict the reaction product. The product is: [Br:20][C:16]1[CH:15]=[C:14]([CH:19]=[CH:18][CH:17]=1)[CH2:13][N:12]1[C:11]2[CH:21]=[CH:22][CH:23]=[CH:24][C:10]=2[N:9]([CH2:25][CH2:26][CH2:27][O:28][C:29]2[CH:30]=[C:31]([CH:32]=[CH:33][CH:34]=2)[C:35]([NH:37][S:38]([CH3:41])(=[O:40])=[O:39])=[O:36])[C:8]1=[NH:7]. (3) The product is: [C:4]([O:3][C:1]([NH:8][C@@H:9]([CH2:10][C@H:11]([CH2:34][CH2:33][CH2:32][CH2:31][I:30])[C:12]([O:14][CH3:15])=[O:13])[C:16]([O:18][CH3:19])=[O:17])=[O:2])([CH3:7])([CH3:6])[CH3:5]. Given the reactants [C:1]([NH:8][C@H:9]([C:16]([O:18][CH3:19])=[O:17])[CH2:10][CH2:11][C:12]([O:14][CH3:15])=[O:13])([O:3][C:4]([CH3:7])([CH3:6])[CH3:5])=[O:2].C[Si]([N-][Si](C)(C)C)(C)C.[Li+].[I:30][CH2:31][CH2:32][CH2:33][CH2:34]I, predict the reaction product. (4) Given the reactants Cl[C:2]1[N:6]([CH3:7])[N:5]=[CH:4][C:3]=1[N+:8]([O-])=O.[CH2:11]([C@@H:13]1[NH:18][CH2:17][CH2:16][N:15]([C:19]([O:21][C:22]([CH3:25])([CH3:24])[CH3:23])=[O:20])[CH2:14]1)[CH3:12], predict the reaction product. The product is: [NH2:8][C:3]1[CH:4]=[N:5][N:6]([CH3:7])[C:2]=1[N:18]1[CH2:17][CH2:16][N:15]([C:19]([O:21][C:22]([CH3:24])([CH3:23])[CH3:25])=[O:20])[CH2:14][C@@H:13]1[CH2:11][CH3:12]. (5) Given the reactants [CH2:1]([O:8][C:9]([NH:11][C:12]1[C:17](=[O:18])[N:16]([CH2:19][CH:20]=[O:21])[C:15]([C:22]2[CH:27]=[CH:26][CH:25]=[CH:24][CH:23]=2)=[N:14][CH:13]=1)=[O:10])[C:2]1[CH:7]=[CH:6][CH:5]=[CH:4][CH:3]=1.CC(=CC)C.Cl([O-])=[O:34].[Na+].O.P([O-])(O)(O)=O.[Na+], predict the reaction product. The product is: [CH2:1]([O:8][C:9]([NH:11][C:12]1[C:17](=[O:18])[N:16]([CH2:19][C:20]([OH:34])=[O:21])[C:15]([C:22]2[CH:27]=[CH:26][CH:25]=[CH:24][CH:23]=2)=[N:14][CH:13]=1)=[O:10])[C:2]1[CH:3]=[CH:4][CH:5]=[CH:6][CH:7]=1. (6) Given the reactants S(Cl)(Cl)=O.C1(C)C=CC=CC=1.[C:12]([C:15]1[CH:20]=[CH:19][CH:18]=[C:17]([C:21]([O:23][CH3:24])=[O:22])[N:16]=1)([OH:14])=O.[C:25]1([C:31]#[CH:32])[CH:30]=[CH:29][CH:28]=[CH:27][CH:26]=1, predict the reaction product. The product is: [O:14]=[C:12]([C:15]1[N:16]=[C:17]([C:21]([O:23][CH3:24])=[O:22])[CH:18]=[CH:19][CH:20]=1)[C:32]#[C:31][C:25]1[CH:30]=[CH:29][CH:28]=[CH:27][CH:26]=1. (7) Given the reactants [CH3:1][O:2][C:3]1[CH:8]=[CH:7][CH:6]=[CH:5][C:4]=1[CH2:9][CH2:10][CH2:11][CH2:12][C:13]1[CH:18]=[CH:17][CH:16]=[CH:15][CH:14]=1.[C:19]1(=[O:26])[O:25][C:23](=[O:24])[CH2:22][CH2:21][CH2:20]1.[Cl-].[Cl-].[Cl-].[Al+3], predict the reaction product. The product is: [CH3:1][O:2][C:3]1[CH:8]=[CH:7][C:6]([C:19](=[O:26])[CH2:20][CH2:21][CH2:22][C:23]([OH:25])=[O:24])=[CH:5][C:4]=1[CH2:9][CH2:10][CH2:11][CH2:12][C:13]1[CH:14]=[CH:15][CH:16]=[CH:17][CH:18]=1. (8) The product is: [Cl:1][C:2]1[C:20]([Cl:21])=[CH:19][C:5]([C:6]([NH:8][C:9]2[CH:14]=[CH:13][CH:12]=[C:11]([S:15](=[O:18])(=[O:17])[NH2:16])[CH:10]=2)=[O:7])=[C:4]([O:30][C:27]2[CH:28]=[CH:29][C:24]([F:23])=[CH:25][C:26]=2[O:31][CH3:32])[CH:3]=1. Given the reactants [Cl:1][C:2]1[C:20]([Cl:21])=[CH:19][C:5]([C:6]([NH:8][C:9]2[CH:14]=[CH:13][CH:12]=[C:11]([S:15](=[O:18])(=[O:17])[NH2:16])[CH:10]=2)=[O:7])=[C:4](F)[CH:3]=1.[F:23][C:24]1[CH:29]=[CH:28][C:27]([OH:30])=[C:26]([O:31][CH3:32])[CH:25]=1.C([O-])([O-])=O.[K+].[K+], predict the reaction product. (9) Given the reactants C([Mg]Br)C.CCOCC.[CH:10]1([C:13]#[CH:14])[CH2:12][CH2:11]1.[C:15]([O:21][C@H:22]([C:39]1[CH:44]=[CH:43][CH:42]=[CH:41][CH:40]=1)[C:23]([NH:25][C:26]1[CH:31]=[CH:30][C:29]([Cl:32])=[CH:28][C:27]=1[C:33](=[O:38])[C:34]([F:37])([F:36])[F:35])=[O:24])(=[O:20])[C:16]([CH3:19])([CH3:18])[CH3:17].C(O)(=O)CC(CC(O)=O)(C(O)=O)O, predict the reaction product. The product is: [C:15]([O:21][C@H:22]([C:39]1[CH:44]=[CH:43][CH:42]=[CH:41][CH:40]=1)[C:23]([NH:25][C:26]1[CH:31]=[CH:30][C:29]([Cl:32])=[CH:28][C:27]=1[C@@:33]([OH:38])([C:14]#[C:13][CH:10]1[CH2:12][CH2:11]1)[C:34]([F:36])([F:37])[F:35])=[O:24])(=[O:20])[C:16]([CH3:19])([CH3:18])[CH3:17]. (10) The product is: [OH:15][C:9]1[CH:8]=[CH:7][C:6]([S:3](=[O:5])(=[O:4])[NH2:1])=[CH:14][C:10]=1[C:11]([OH:13])=[O:12]. Given the reactants [NH3:1].Cl[S:3]([C:6]1[CH:7]=[CH:8][C:9]([OH:15])=[C:10]([CH:14]=1)[C:11]([OH:13])=[O:12])(=[O:5])=[O:4], predict the reaction product.